This data is from Forward reaction prediction with 1.9M reactions from USPTO patents (1976-2016). The task is: Predict the product of the given reaction. (1) Given the reactants C[O:2][C:3](=O)[CH:4]([C:9]1[CH:14]=[CH:13][C:12]([F:15])=[CH:11][C:10]=1[N+:16]([O-])=O)C(OC)=O.Cl, predict the reaction product. The product is: [F:15][C:12]1[CH:11]=[C:10]2[C:9]([CH2:4][C:3](=[O:2])[NH:16]2)=[CH:14][CH:13]=1. (2) Given the reactants [Cl:1][C:2]([Cl:7])([Cl:6])[CH:3](O)[OH:4].[NH:8]1[CH2:15][CH2:14][CH2:13][C@H:9]1[C:10](O)=[O:11], predict the reaction product. The product is: [Cl:1][C:2]([Cl:7])([Cl:6])[C@@H:3]1[N:8]2[CH2:15][CH2:14][CH2:13][C@H:9]2[C:10](=[O:11])[O:4]1. (3) Given the reactants [CH2:1]([O:3][CH:4]([CH2:11][C:12]1[CH:17]=[CH:16][C:15]([OH:18])=[CH:14][CH:13]=1)[C:5]([O:7][CH:8]([CH3:10])[CH3:9])=[O:6])[CH3:2].P([O-])([O-])([O-])=O.C([O-])(=O)C, predict the reaction product. The product is: [CH2:1]([O:3][C@@H:4]([CH2:11][C:12]1[CH:13]=[CH:14][C:15]([OH:18])=[CH:16][CH:17]=1)[C:5]([OH:7])=[O:6])[CH3:2].[CH2:1]([O:3][C@H:4]([CH2:11][C:12]1[CH:17]=[CH:16][C:15]([OH:18])=[CH:14][CH:13]=1)[C:5]([O:7][CH:8]([CH3:10])[CH3:9])=[O:6])[CH3:2]. (4) Given the reactants [Br:1][C:2]1[CH:3]=[C:4]2[N:10]=[CH:9][N:8]([CH2:11][C:12]3[CH:23]=[CH:22][C:15]4[N:16]=[C:17](S(C)=O)[S:18][C:14]=4[CH:13]=3)[C:5]2=[N:6][CH:7]=1.[NH2:24][C@@H:25]1[C:33]2[C:28](=[CH:29][CH:30]=[CH:31][CH:32]=2)[CH2:27][C@H:26]1[OH:34].CCN(C(C)C)C(C)C, predict the reaction product. The product is: [Br:1][C:2]1[CH:3]=[C:4]2[N:10]=[CH:9][N:8]([CH2:11][C:12]3[CH:23]=[CH:22][C:15]4[N:16]=[C:17]([NH:24][C@@H:25]5[C:33]6[C:28](=[CH:29][CH:30]=[CH:31][CH:32]=6)[CH2:27][C@H:26]5[OH:34])[S:18][C:14]=4[CH:13]=3)[C:5]2=[N:6][CH:7]=1.